This data is from Full USPTO retrosynthesis dataset with 1.9M reactions from patents (1976-2016). The task is: Predict the reactants needed to synthesize the given product. (1) Given the product [Cl:15][C:16]1[CH:23]=[CH:22][CH:21]=[CH:20][C:17]=1[CH2:18][N:11]1[C:12]2[C:8](=[CH:7][CH:6]=[C:5]([C:3]([O:2][CH3:1])=[O:4])[CH:13]=2)[CH:9]=[C:10]1[CH3:14], predict the reactants needed to synthesize it. The reactants are: [CH3:1][O:2][C:3]([C:5]1[CH:13]=[C:12]2[C:8]([CH:9]=[C:10]([CH3:14])[NH:11]2)=[CH:7][CH:6]=1)=[O:4].[Cl:15][C:16]1[CH:23]=[CH:22][CH:21]=[CH:20][C:17]=1[CH2:18]Br.C(=O)([O-])[O-].[K+].[K+]. (2) Given the product [C:1]([O:5][C:6](=[O:19])[NH:7][C:8]1[CH:13]=[C:12]([CH3:14])[C:11]([CH2:15][NH2:16])=[C:10]([O:17][CH3:18])[N:9]=1)([CH3:3])([CH3:4])[CH3:2], predict the reactants needed to synthesize it. The reactants are: [C:1]([O:5][C:6](=[O:19])[NH:7][C:8]1[CH:13]=[C:12]([CH3:14])[C:11]([C:15]#[N:16])=[C:10]([O:17][CH3:18])[N:9]=1)([CH3:4])([CH3:3])[CH3:2].